This data is from NCI-60 drug combinations with 297,098 pairs across 59 cell lines. The task is: Regression. Given two drug SMILES strings and cell line genomic features, predict the synergy score measuring deviation from expected non-interaction effect. (1) Synergy scores: CSS=23.8, Synergy_ZIP=-8.02, Synergy_Bliss=-0.721, Synergy_Loewe=-3.06, Synergy_HSA=-2.69. Drug 2: CN(CCCl)CCCl.Cl. Cell line: OVCAR-8. Drug 1: C1=NC2=C(N1)C(=S)N=CN2. (2) Drug 1: CN(CCCl)CCCl.Cl. Drug 2: COC1=C2C(=CC3=C1OC=C3)C=CC(=O)O2. Cell line: HOP-92. Synergy scores: CSS=25.3, Synergy_ZIP=-6.97, Synergy_Bliss=-2.68, Synergy_Loewe=-16.1, Synergy_HSA=-3.37. (3) Drug 1: CNC(=O)C1=NC=CC(=C1)OC2=CC=C(C=C2)NC(=O)NC3=CC(=C(C=C3)Cl)C(F)(F)F. Drug 2: CN1C2=C(C=C(C=C2)N(CCCl)CCCl)N=C1CCCC(=O)O.Cl. Cell line: OVCAR-4. Synergy scores: CSS=4.07, Synergy_ZIP=5.45, Synergy_Bliss=5.60, Synergy_Loewe=2.72, Synergy_HSA=2.16. (4) Drug 1: CC1=C(C=C(C=C1)NC(=O)C2=CC=C(C=C2)CN3CCN(CC3)C)NC4=NC=CC(=N4)C5=CN=CC=C5. Drug 2: CC(C)CN1C=NC2=C1C3=CC=CC=C3N=C2N. Cell line: SNB-19. Synergy scores: CSS=-4.99, Synergy_ZIP=1.05, Synergy_Bliss=-1.66, Synergy_Loewe=-4.39, Synergy_HSA=-5.71. (5) Drug 1: CC1=CC2C(CCC3(C2CCC3(C(=O)C)OC(=O)C)C)C4(C1=CC(=O)CC4)C. Drug 2: C1CN1P(=S)(N2CC2)N3CC3. Cell line: UACC-257. Synergy scores: CSS=-2.31, Synergy_ZIP=0.233, Synergy_Bliss=-4.62, Synergy_Loewe=-10.2, Synergy_HSA=-7.24.